The task is: Predict which catalyst facilitates the given reaction.. This data is from Catalyst prediction with 721,799 reactions and 888 catalyst types from USPTO. (1) Reactant: [H-].[Al+3].[Li+].[H-].[H-].[H-].[CH2:7]([N:14]1[CH2:19][C:18](=O)[NH:17][C@H:16]([C:21]2[CH:26]=[CH:25][C:24]([CH3:27])=[C:23]([O:28][CH3:29])[CH:22]=2)[C:15]1=O)[C:8]1[CH:13]=[CH:12][CH:11]=[CH:10][CH:9]=1.[OH-].[Na+]. Product: [CH2:7]([N:14]1[CH2:19][CH2:18][NH:17][C@H:16]([C:21]2[CH:26]=[CH:25][C:24]([CH3:27])=[C:23]([O:28][CH3:29])[CH:22]=2)[CH2:15]1)[C:8]1[CH:9]=[CH:10][CH:11]=[CH:12][CH:13]=1. The catalyst class is: 7. (2) Reactant: Br[C:2]1[CH:3]=[C:4]([F:13])[C:5]2[O:9][C:8]([CH3:11])([CH3:10])[CH2:7][C:6]=2[CH:12]=1.C([Li])CCC.[B:19](OC(C)C)([O:24]C(C)C)[O:20]C(C)C.Cl. The catalyst class is: 7. Product: [F:13][C:4]1[C:5]2[O:9][C:8]([CH3:11])([CH3:10])[CH2:7][C:6]=2[CH:12]=[C:2]([B:19]([OH:24])[OH:20])[CH:3]=1. (3) Reactant: [O:1]([C:8]1[CH:28]=[CH:27][C:11]([O:12][C:13]2[N:21]=[CH:20][C:19]([CH:22]3[CH2:26][CH2:25][NH:24][CH2:23]3)=[CH:18][C:14]=2[C:15]([NH2:17])=[O:16])=[CH:10][CH:9]=1)[C:2]1[CH:7]=[CH:6][CH:5]=[CH:4][CH:3]=1.[C:29](Cl)(=[O:33])/[CH:30]=[CH:31]/[CH3:32].C(N(CC)C(C)C)(C)C. Product: [C:29]([N:24]1[CH2:25][CH2:26][CH:22]([C:19]2[CH:20]=[N:21][C:13]([O:12][C:11]3[CH:27]=[CH:28][C:8]([O:1][C:2]4[CH:3]=[CH:4][CH:5]=[CH:6][CH:7]=4)=[CH:9][CH:10]=3)=[C:14]([CH:18]=2)[C:15]([NH2:17])=[O:16])[CH2:23]1)(=[O:33])/[CH:30]=[CH:31]/[CH3:32]. The catalyst class is: 2. (4) Product: [F:1][CH:2]([F:25])[O:3][C:4]1[CH:5]=[CH:6][C:7]([CH:10]([NH2:14])[CH2:11][O:12][CH3:13])=[CH:8][CH:9]=1. The catalyst class is: 19. Reactant: [F:1][CH:2]([F:25])[O:3][C:4]1[CH:9]=[CH:8][C:7]([CH:10]([NH:14]C(=O)OCC2C=CC=CC=2)[CH2:11][O:12][CH3:13])=[CH:6][CH:5]=1.[H][H]. (5) The catalyst class is: 4. Product: [CH:13]1([N:17]2[CH2:23][CH2:22][C:21]3[CH:24]=[CH:25][C:26]([O:28][C:29]4[N:34]=[CH:33][C:32]([C:35]([NH:4][CH:3]5[CH2:1][CH2:8]5)=[O:37])=[CH:31][CH:30]=4)=[CH:27][C:20]=3[CH2:19][CH2:18]2)[CH2:14][CH2:15][CH2:16]1. Reactant: [C:1]([C:8]1NC=CN=1)([C:3]1[NH:4]C=CN=1)=O.[CH:13]1([N:17]2[CH2:23][CH2:22][C:21]3[CH:24]=[CH:25][C:26]([O:28][C:29]4[N:34]=[CH:33][C:32]([C:35]([OH:37])=O)=[CH:31][CH:30]=4)=[CH:27][C:20]=3[CH2:19][CH2:18]2)[CH2:16][CH2:15][CH2:14]1.C1(N)CC1.